This data is from Full USPTO retrosynthesis dataset with 1.9M reactions from patents (1976-2016). The task is: Predict the reactants needed to synthesize the given product. (1) Given the product [Cl:25][C:8]1[S:9][C:10]([CH2:13][N:14]2[C:19](=[N:20][N+:21]([O-:23])=[O:22])[N:18]([CH3:24])[CH2:17][O:16][CH2:15]2)=[CH:11][N:12]=1, predict the reactants needed to synthesize it. The reactants are: C1(S[C:8]2[S:9][C:10]([CH2:13][N:14]3[C:19](=[N:20][N+:21]([O-:23])=[O:22])[N:18]([CH3:24])[CH2:17][O:16][CH2:15]3)=[CH:11][N:12]=2)C=CC=CC=1.[ClH:25].ClCl. (2) Given the product [CH:1]([O:4][C:5]1[CH:10]=[CH:9][C:8]([C:11]2[O:15][N:14]=[C:13]3[C:16]4[C:21]([CH2:22][CH2:23][C:12]=23)=[CH:20][C:19]([CH:24]=[O:34])=[CH:18][CH:17]=4)=[C:7]([C:26]([F:28])([F:27])[F:29])[CH:6]=1)([CH3:2])[CH3:3], predict the reactants needed to synthesize it. The reactants are: [CH:1]([O:4][C:5]1[CH:10]=[CH:9][C:8]([C:11]2[O:15][N:14]=[C:13]3[C:16]4[C:21]([CH2:22][CH2:23][C:12]=23)=[CH:20][C:19]([CH:24]=C)=[CH:18][CH:17]=4)=[C:7]([C:26]([F:29])([F:28])[F:27])[CH:6]=1)([CH3:3])[CH3:2].C[N+]1([O-])CC[O:34]CC1.I([O-])(=O)(=O)=O.[Na+]. (3) Given the product [CH:1]1([N:6]2[C:15]3[N:14]=[C:13]([N:16]4[CH2:17][CH2:18][CH2:19][CH2:20]4)[N:12]=[CH:11][C:10]=3[N:9]3[CH:8]=[N:39][N:40]=[C:22]3[C@H:7]2[CH2:36][CH3:37])[CH2:2][CH2:3][CH2:4][CH2:5]1, predict the reactants needed to synthesize it. The reactants are: [CH:1]1([N:6]2[C:15]3[N:14]=[C:13]([N:16]4[CH2:20][CH2:19][CH2:18][CH2:17]4)[N:12]=[CH:11][C:10]=3[NH:9][C:8](=O)[C@H:7]2[CH2:22]C)[CH2:5][CH2:4][CH2:3][CH2:2]1.CC(C)([O-])C.[K+].C(OP(Cl)(O[CH2:36][CH3:37])=O)C.[NH2:39][NH2:40].C(OC)(OC)OC. (4) Given the product [CH:63]1([N:16]([C:17]2[CH:22]=[CH:21][CH:20]=[C:19]([C:23](=[O:26])[NH:24][CH3:25])[CH:18]=2)[C:14](=[O:15])[N:13]([CH3:80])[C:11]2[S:12][C:8]([S:7][CH2:45][CH2:47][C:48]([OH:50])=[O:49])=[CH:9][N:10]=2)[CH2:67][CH2:66][CH2:65][CH2:64]1, predict the reactants needed to synthesize it. The reactants are: C(OC(=O)C([S:7][C:8]1[S:12][C:11]([NH:13][C:14]([N:16](CC2CCCC2)[C:17]2[CH:22]=[CH:21][CH:20]=[C:19]([C:23](=[O:26])[NH:24][CH3:25])[CH:18]=2)=[O:15])=[N:10][CH:9]=1)C)C.C1(N(C2C=CC(S(C)(=O)=O)=CC=2)C(=O)N(C)C2SC=[C:45]([CH2:47][C:48]([OH:50])=[O:49])N=2)CCCC1.[CH:63]1(CNC2C=C(C=CC=2)C(NC)=O)[CH2:67][CH2:66][CH2:65][CH2:64]1.[CH2:80](OC(=O)C(SC1SC(N)=NC=1)C)C.